This data is from Reaction yield outcomes from USPTO patents with 853,638 reactions. The task is: Predict the reaction yield, written as a fraction of the theoretical maximum amount of product (1.0 means a 100% yield; for example, 0.34 means a 34% yield). (1) The reactants are [CH3:1][O:2][C:3]([C:5]1[N:6]=[C:7]([NH:10][C:11](=[O:31])[C@@H:12]([NH:20][C:21](=[O:30])[C@H:22]([NH2:29])[C:23]2[CH:28]=[CH:27][CH:26]=[CH:25][CH:24]=2)[CH2:13][C:14]2[CH:19]=[CH:18][CH:17]=[CH:16][CH:15]=2)[S:8][CH:9]=1)=[O:4].C(N(C(C)C)CC)(C)C.[O:41]=[C:42](Cl)OC(Cl)(Cl)Cl. The catalyst is O1CCCC1.C1(C)C=CC=CC=1.C(OCC)(=O)C. The product is [CH3:1][O:2][C:3]([C:5]1[N:6]=[C:7]([NH:10][C:11](=[O:31])[C@@H:12]([N:20]2[C:21](=[O:30])[C@@H:22]([C:23]3[CH:28]=[CH:27][CH:26]=[CH:25][CH:24]=3)[NH:29][C:42]2=[O:41])[CH2:13][C:14]2[CH:19]=[CH:18][CH:17]=[CH:16][CH:15]=2)[S:8][CH:9]=1)=[O:4]. The yield is 0.200. (2) The reactants are Cl.[NH2:2][C:3]1[CH:4]=[CH:5][C:6]2[C:12]3[S:13][C:14]([C:16]([N:18]([C:20]4[CH:25]=[CH:24][CH:23]=[CH:22][C:21]=4[Cl:26])[CH3:19])=[O:17])=[CH:15][C:11]=3[CH2:10][CH2:9][O:8][C:7]=2[CH:27]=1.CCN(C(C)C)C(C)C.[CH2:37]([N:39]=[C:40]=[O:41])[CH3:38].[Cl-].[NH4+]. The catalyst is C1COCC1. The product is [Cl:26][C:21]1[CH:22]=[CH:23][CH:24]=[CH:25][C:20]=1[N:18]([CH3:19])[C:16]([C:14]1[S:13][C:12]2[C:6]3[CH:5]=[CH:4][C:3]([NH:2][C:40]([NH:39][CH2:37][CH3:38])=[O:41])=[CH:27][C:7]=3[O:8][CH2:9][CH2:10][C:11]=2[CH:15]=1)=[O:17]. The yield is 0.420.